Dataset: Forward reaction prediction with 1.9M reactions from USPTO patents (1976-2016). Task: Predict the product of the given reaction. (1) Given the reactants [F:1][C:2]1[CH:7]=[CH:6][CH:5]=[CH:4][C:3]=1[N:8]1[C:16]2[C:11](=[C:12]([N:17]3[CH2:21][CH2:20][NH:19][C:18]3=[O:22])[CH:13]=[CH:14][CH:15]=2)[CH:10]=[N:9]1.[H-].[Na+].Cl.Cl[CH2:27][C:28]1[N:29]=[CH:30][S:31][CH:32]=1, predict the reaction product. The product is: [F:1][C:2]1[CH:7]=[CH:6][CH:5]=[CH:4][C:3]=1[N:8]1[C:16]2[C:11](=[C:12]([N:17]3[CH2:21][CH2:20][N:19]([CH2:27][C:28]4[N:29]=[CH:30][S:31][CH:32]=4)[C:18]3=[O:22])[CH:13]=[CH:14][CH:15]=2)[CH:10]=[N:9]1. (2) Given the reactants O.ON1C2C=CC=CC=2N=N1.Cl.CN(C)CCCN=C=NCC.[Cl:24][C:25]1[CH:26]=[C:27]2[C:31](=[CH:32][CH:33]=1)[NH:30][C:29]([C:34]([NH:36][C@@H:37]1[CH2:39][C@@H:38]1[NH2:40])=[O:35])=[CH:28]2.[CH3:41][N:42]1[CH2:47][CH2:46][C:45]2[N:48]=[C:49]([C:51]([O-])=[O:52])[S:50][C:44]=2[CH2:43]1.[Li+], predict the reaction product. The product is: [ClH:24].[Cl:24][C:25]1[CH:26]=[C:27]2[C:31](=[CH:32][CH:33]=1)[NH:30][C:29]([C:34]([NH:36][C@@H:37]1[CH2:39][C@@H:38]1[NH:40][C:51]([C:49]1[S:50][C:44]3[CH2:43][N:42]([CH3:41])[CH2:47][CH2:46][C:45]=3[N:48]=1)=[O:52])=[O:35])=[CH:28]2. (3) Given the reactants [NH2:1][C:2]([CH3:6])=[CH:3][C:4]#[N:5].CC1(C)[O:13][C:12](=O)[CH:11]=[C:10]([CH3:15])O1, predict the reaction product. The product is: [CH3:6][C:2]1[NH:1][C:10]([CH3:15])=[CH:11][C:12](=[O:13])[C:3]=1[C:4]#[N:5]. (4) The product is: [Cl:19][S:20]([C:9]1[CH:10]=[CH:11][C:6]([NH:5][C:3](=[O:4])[C:2]([F:17])([F:18])[F:1])=[CH:7][C:8]=1[CH2:12][C:13]([O:15][CH3:16])=[O:14])(=[O:22])=[O:21]. Given the reactants [F:1][C:2]([F:18])([F:17])[C:3]([NH:5][C:6]1[CH:7]=[C:8]([CH2:12][C:13]([O:15][CH3:16])=[O:14])[CH:9]=[CH:10][CH:11]=1)=[O:4].[Cl:19][S:20](O)(=[O:22])=[O:21], predict the reaction product. (5) Given the reactants [Br:1][C:2]1[CH:3]=[CH:4][C:5]2[S:9][C:8]([CH2:10]Br)=[N:7][C:6]=2[CH:12]=1.[F:13][C:14]1[C:22]([OH:23])=[CH:21][CH:20]=[C:19]([F:24])[C:15]=1[C:16]([NH2:18])=[O:17].C(=O)([O-])[O-].[K+].[K+].O, predict the reaction product. The product is: [Br:1][C:2]1[CH:3]=[CH:4][C:5]2[S:9][C:8]([CH2:10][O:23][C:22]3[C:14]([F:13])=[C:15]([C:19]([F:24])=[CH:20][CH:21]=3)[C:16]([NH2:18])=[O:17])=[N:7][C:6]=2[CH:12]=1.